This data is from Catalyst prediction with 721,799 reactions and 888 catalyst types from USPTO. The task is: Predict which catalyst facilitates the given reaction. (1) Reactant: Br[CH2:2][CH2:3][CH2:4][NH:5][S:6]([C:9]1[CH:14]=[CH:13][C:12]([C:15]#[N:16])=[CH:11][CH:10]=1)(=[O:8])=[O:7].[C:17]([O:21][C:22]([N:24]1[CH2:31][CH:30]2[O:32][CH:26]([CH2:27][NH:28][CH2:29]2)[CH2:25]1)=[O:23])([CH3:20])([CH3:19])[CH3:18].C([O-])([O-])=O.[K+].[K+]. Product: [C:17]([O:21][C:22]([N:24]1[CH2:25][CH:26]2[O:32][CH:30]([CH2:29][N:28]([CH2:2][CH2:3][CH2:4][NH:5][S:6]([C:9]3[CH:14]=[CH:13][C:12]([C:15]#[N:16])=[CH:11][CH:10]=3)(=[O:8])=[O:7])[CH2:27]2)[CH2:31]1)=[O:23])([CH3:20])([CH3:18])[CH3:19]. The catalyst class is: 10. (2) Reactant: CC([O-])(C)C.[K+].[CH3:7][O:8][CH2:9][O:10][C:11]1[CH:12]=[CH:13][C:14]2[C@@H:15]3[C@@H:23]([CH2:24][C:25](=[O:28])[C:26]=2[CH:27]=1)[C@H:22]1[C@@:18]([CH3:33])([C@@H:19]([O:29][CH2:30][O:31][CH3:32])[CH2:20][CH2:21]1)[CH2:17][CH2:16]3.I[CH2:35][CH2:36][CH2:37][CH2:38][O:39][CH2:40][CH2:41][O:42][CH2:43][CH2:44][O:45][CH2:46][CH2:47][O:48][CH2:49][CH2:50][O:51][CH2:52][C:53]1[CH:58]=[CH:57][CH:56]=[CH:55][CH:54]=1. Product: [CH3:7][O:8][CH2:9][O:10][C:11]1[CH:12]=[CH:13][C:14]2[C@@H:15]3[C@@H:23]([C@H:24]([CH2:35][CH2:36][CH2:37][CH2:38][O:39][CH2:40][CH2:41][O:42][CH2:43][CH2:44][O:45][CH2:46][CH2:47][O:48][CH2:49][CH2:50][O:51][CH2:52][C:53]4[CH:54]=[CH:55][CH:56]=[CH:57][CH:58]=4)[C:25](=[O:28])[C:26]=2[CH:27]=1)[C@H:22]1[C@@:18]([CH3:33])([C@@H:19]([O:29][CH2:30][O:31][CH3:32])[CH2:20][CH2:21]1)[CH2:17][CH2:16]3. The catalyst class is: 1.